From a dataset of Catalyst prediction with 721,799 reactions and 888 catalyst types from USPTO. Predict which catalyst facilitates the given reaction. (1) Reactant: [C:1](=[O:8])([O:5][CH2:6][CH3:7])OCC.[H-].[Na+].[Cl:11][C:12]1[CH:13]=[C:14]([CH2:19][C:20]#[N:21])[CH:15]=[CH:16][C:17]=1[Cl:18].Cl. Product: [C:20]([CH:19]([C:14]1[CH:15]=[CH:16][C:17]([Cl:18])=[C:12]([Cl:11])[CH:13]=1)[C:1]([O:5][CH2:6][CH3:7])=[O:8])#[N:21]. The catalyst class is: 93. (2) Reactant: [CH2:1]([CH:4]([CH2:11][CH2:12][CH3:13])[CH2:5][CH2:6][CH2:7][CH2:8][CH2:9]O)[CH2:2][CH3:3].[BrH:14].S(=O)(=O)(O)O. Product: [Br:14][CH2:9][CH2:8][CH2:7][CH2:6][CH2:5][CH:4]([CH2:11][CH2:12][CH3:13])[CH2:1][CH2:2][CH3:3]. The catalyst class is: 6. (3) Reactant: [NH2:1][C:2]1[C:12]([CH2:13][C:14]2[CH:19]=[CH:18][CH:17]=[C:16]([C:20]([F:23])([F:22])[F:21])[C:15]=2[CH3:24])=[C:5]2[NH:6][C:7](=[O:11])[CH2:8][C:9](=[O:10])[N:4]2[N:3]=1.[C:25]1(=O)[O:30][C:28](=[O:29])[C:27]2=[CH:31][CH:32]=[CH:33][CH:34]=[C:26]12. Product: [O:29]=[C:28]1[C:27]2[C:26](=[CH:34][CH:33]=[CH:32][CH:31]=2)[C:25](=[O:30])[N:1]1[C:2]1[C:12]([CH2:13][C:14]2[CH:19]=[CH:18][CH:17]=[C:16]([C:20]([F:23])([F:21])[F:22])[C:15]=2[CH3:24])=[C:5]2[NH:6][C:7](=[O:11])[CH2:8][C:9](=[O:10])[N:4]2[N:3]=1. The catalyst class is: 10. (4) Reactant: [Cl:1][C:2]1[CH:11]=[CH:10][C:5]2[S:6][CH:7]=[C:8]([CH3:9])[C:4]=2[CH:3]=1.C([Li])CCC.CN([CH:20]=[O:21])C.[NH4+].[Cl-]. Product: [Cl:1][C:2]1[CH:11]=[CH:10][C:5]2[S:6][C:7]([CH:20]=[O:21])=[C:8]([CH3:9])[C:4]=2[CH:3]=1. The catalyst class is: 1. (5) Reactant: [CH3:1][O:2][C:3](=[O:20])[C:4]1[CH:9]=[CH:8][C:7]([O:10][CH2:11][C:12]2[CH:17]=[CH:16][CH:15]=[CH:14][CH:13]=2)=[CH:6][C:5]=1[O:18]O.[Br:21]Br. Product: [CH3:1][O:2][C:3](=[O:20])[C:4]1[CH:9]=[C:8]([Br:21])[C:7]([O:10][CH2:11][C:12]2[CH:17]=[CH:16][CH:15]=[CH:14][CH:13]=2)=[CH:6][C:5]=1[OH:18]. The catalyst class is: 22. (6) Reactant: P(Cl)(Cl)(Cl)=O.N1C=CC=CC=1.[CH:12]1([CH2:17][CH:18]([C:22]2[CH:23]=[C:24]3[C:29](=[CH:30][CH:31]=2)[N:28]=[CH:27][CH:26]=[CH:25]3)[C:19]([OH:21])=O)[CH2:16][CH2:15][CH2:14][CH2:13]1.[NH2:32][C:33]1[S:34][C:35]([Cl:38])=[CH:36][N:37]=1. Product: [Cl:38][C:35]1[S:34][C:33]([NH:32][C:19](=[O:21])[CH:18]([C:22]2[CH:23]=[C:24]3[C:29](=[CH:30][CH:31]=2)[N:28]=[CH:27][CH:26]=[CH:25]3)[CH2:17][CH:12]2[CH2:13][CH2:14][CH2:15][CH2:16]2)=[N:37][CH:36]=1. The catalyst class is: 146. (7) Reactant: B1(C)OC(C2C=CC=CC=2)(C2C=CC=CC=2)[C@H]2N1CCC2.B.CSC.[C:26]([SiH2:30][O:31][C:32]([CH3:50])([CH3:49])[CH:33]1[CH2:42][CH2:41][C:40]2[C:35](=[CH:36][C:37]([CH2:43][C:44]([CH3:47])([CH3:46])[CH3:45])=[CH:38][CH:39]=2)[C:34]1=[O:48])([CH3:29])([CH3:28])[CH3:27]. Product: [C:26]([SiH2:30][O:31][C:32]([CH3:50])([CH3:49])[CH:33]1[CH2:42][CH2:41][C:40]2[C:35](=[CH:36][C:37]([CH2:43][C:44]([CH3:47])([CH3:46])[CH3:45])=[CH:38][CH:39]=2)[CH:34]1[OH:48])([CH3:29])([CH3:28])[CH3:27]. The catalyst class is: 7. (8) Reactant: [Cl:1][C:2]1[C:10]2[C:5](=[CH:6][C:7]([S:11]([N:14]3[CH2:19][C:18](=[O:20])[N:17]([CH2:21][CH:22]4[CH2:27][CH2:26][N:25]([C:28]5[CH:33]=[CH:32][C:31](=[O:34])[N:30]([CH3:35])[N:29]=5)[CH2:24][CH2:23]4)[CH:16]([C:36]([OH:38])=[O:37])[CH2:15]3)(=[O:13])=[O:12])=[CH:8][CH:9]=2)[NH:4][CH:3]=1.[C:39](OC(O[C:39]([CH3:42])([CH3:41])[CH3:40])N(C)C)([CH3:42])([CH3:41])[CH3:40]. Product: [C:39]([O:37][C:36]([CH:16]1[CH2:15][N:14]([S:11]([C:7]2[CH:6]=[C:5]3[C:10]([C:2]([Cl:1])=[CH:3][NH:4]3)=[CH:9][CH:8]=2)(=[O:12])=[O:13])[CH2:19][C:18](=[O:20])[N:17]1[CH2:21][CH:22]1[CH2:27][CH2:26][N:25]([C:28]2[CH:33]=[CH:32][C:31](=[O:34])[N:30]([CH3:35])[N:29]=2)[CH2:24][CH2:23]1)=[O:38])([CH3:42])([CH3:41])[CH3:40]. The catalyst class is: 11. (9) Reactant: F[C:2]1[CH:7]=[CH:6][C:5]([N+:8]([O-:10])=[O:9])=[CH:4][C:3]=1[F:11].[CH3:12][N:13]([CH3:17])[CH2:14][CH2:15][OH:16].C(=O)([O-])[O-].[Cs+].[Cs+]. Product: [F:11][C:3]1[CH:4]=[C:5]([N+:8]([O-:10])=[O:9])[CH:6]=[CH:7][C:2]=1[O:16][CH2:15][CH2:14][N:13]([CH3:17])[CH3:12]. The catalyst class is: 85.